This data is from Full USPTO retrosynthesis dataset with 1.9M reactions from patents (1976-2016). The task is: Predict the reactants needed to synthesize the given product. (1) Given the product [Si:1]([O:8][CH2:9][C:10]1[CH:11]=[C:12]([CH2:25][CH2:26][C:27]2[CH:28]=[C:29](/[C:33](/[CH2:37][CH3:38])=[CH:34]/[CH:35]=[O:36])[CH:30]=[CH:31][CH:32]=2)[CH:13]=[CH:14][C:15]=1[CH2:16][O:17][Si:18]([C:21]([CH3:23])([CH3:24])[CH3:22])([CH3:20])[CH3:19])([C:4]([CH3:7])([CH3:6])[CH3:5])([CH3:3])[CH3:2], predict the reactants needed to synthesize it. The reactants are: [Si:1]([O:8][CH2:9][C:10]1[CH:11]=[C:12]([CH2:25][CH2:26][C:27]2[CH:28]=[C:29](/[C:33](/[CH2:37][CH3:38])=[CH:34]/[CH2:35][OH:36])[CH:30]=[CH:31][CH:32]=2)[CH:13]=[CH:14][C:15]=1[CH2:16][O:17][Si:18]([C:21]([CH3:24])([CH3:23])[CH3:22])([CH3:20])[CH3:19])([C:4]([CH3:7])([CH3:6])[CH3:5])([CH3:3])[CH3:2]. (2) Given the product [Cl:15][C:7]1[C:6]2[C:11](=[C:2]([I:1])[CH:3]=[CH:4][CH:5]=2)[N:10]=[CH:9][CH:8]=1, predict the reactants needed to synthesize it. The reactants are: [I:1][C:2]1[CH:3]=[CH:4][CH:5]=[C:6]2[C:11]=1[NH:10][CH:9]=[CH:8][C:7]2=O.O=P(Cl)(Cl)[Cl:15]. (3) Given the product [CH2:1]1[CH2:35][O:34][C@:5]2([C@:22]3([CH3:23])[C@H:8]([C@H:9]4[C@H:19]([CH2:20][CH2:21]3)[C@:17]3([CH3:18])[C@H:12]([CH2:13][C@@H:14]([O:24][C:25](=[O:32])[C:26]5[CH:27]=[CH:28][CH:29]=[CH:30][CH:31]=5)[CH2:15][CH2:16]3)[CH2:11][C:10]4=[O:33])[CH2:7][CH2:6]2)[CH:3]([CH3:4])[O:2]1, predict the reactants needed to synthesize it. The reactants are: [CH2:1]1[CH2:35][O:34][C@:5]2([C@:22]3([CH3:23])[C@H:8]([C@H:9]4[C@H:19]([CH2:20][CH2:21]3)[C@:17]3([CH3:18])[C:12]([CH2:13][C@@H:14]([O:24][C:25](=[O:32])[C:26]5[CH:31]=[CH:30][CH:29]=[CH:28][CH:27]=5)[CH2:15][CH2:16]3)=[CH:11][C:10]4=[O:33])[CH2:7][CH2:6]2)[CH:3]([CH3:4])[O:2]1.N1C=CC=CC=1. (4) The reactants are: [Br-].[CH3:2][N:3]([CH3:25])[CH2:4][CH2:5][P+](C1C=CC=CC=1)(C1C=CC=CC=1)C1C=CC=CC=1.[Li]CCCC.[Br:31][C:32]1[CH:39]=[CH:38][C:35]([CH:36]=O)=[CH:34][CH:33]=1.Cl. Given the product [Br:31][C:32]1[CH:39]=[CH:38][C:35](/[CH:36]=[CH:5]/[CH2:4][N:3]([CH3:25])[CH3:2])=[CH:34][CH:33]=1, predict the reactants needed to synthesize it. (5) Given the product [ClH:69].[CH3:1][N:2]1[CH2:3][CH2:4][N:5]([C:8]2[CH:9]=[CH:10][C:11]3[N:12]([C:14]([S:17][C:18]4[CH:34]=[CH:33][C:21]5[N:22]=[C:23]([NH:25][C:26](=[O:32])[O:27][C:28]([CH3:31])([CH3:29])[CH3:30])[S:24][C:20]=5[CH:19]=4)=[N:15][N:16]=3)[N:13]=2)[CH2:6][CH2:7]1, predict the reactants needed to synthesize it. The reactants are: [CH3:1][N:2]1[CH2:7][CH2:6][N:5]([C:8]2[CH:9]=[CH:10][C:11]3[N:12]([C:14]([S:17][C:18]4[CH:34]=[CH:33][C:21]5[N:22]=[C:23]([NH:25][C:26](=[O:32])[O:27][C:28]([CH3:31])([CH3:30])[CH3:29])[S:24][C:20]=5[CH:19]=4)=[N:15][N:16]=3)[N:13]=2)[CH2:4][CH2:3]1.S(C1C=CC2N=C(NC(=O)OC(C)(C)C)SC=2C=1)C#N.P([O-])(O)(O)=O.[K+].SCC(C(CS)O)O.[Cl:69]C1N2N=C(N3CCN(C)CC3)C=CC2=NN=1. (6) Given the product [CH2:5]([N:7]1[CH:11]=[C:10]([C:12]([Cl:3])=[O:13])[C:9]([NH:15][S:16]([C:19]2[CH:24]=[CH:23][C:22]([O:25][CH2:26][C:27]3[N:28]=[C:29]([C:33]4[CH:38]=[CH:37][CH:36]=[CH:35][CH:34]=4)[O:30][C:31]=3[CH3:32])=[CH:21][CH:20]=2)(=[O:18])=[O:17])=[N:8]1)[CH3:6], predict the reactants needed to synthesize it. The reactants are: S(Cl)([Cl:3])=O.[CH2:5]([N:7]1[CH:11]=[C:10]([C:12](O)=[O:13])[C:9]([NH:15][S:16]([C:19]2[CH:24]=[CH:23][C:22]([O:25][CH2:26][C:27]3[N:28]=[C:29]([C:33]4[CH:38]=[CH:37][CH:36]=[CH:35][CH:34]=4)[O:30][C:31]=3[CH3:32])=[CH:21][CH:20]=2)(=[O:18])=[O:17])=[N:8]1)[CH3:6]. (7) Given the product [Br:1][C:20]1[CH:21]=[CH:22][C:17]([N:12]2[CH2:11][C@H:10]([CH3:9])[O:15][C@H:14]([CH3:16])[CH2:13]2)=[N:18][C:19]=1[C:23]1[CH:27]=[CH:26][O:25][C:24]=1[CH3:28], predict the reactants needed to synthesize it. The reactants are: [Br:1]N1C(=O)CCC1=O.[CH3:9][C@H:10]1[O:15][C@@H:14]([CH3:16])[CH2:13][N:12]([C:17]2[CH:22]=[CH:21][CH:20]=[C:19]([C:23]3[CH:27]=[CH:26][O:25][C:24]=3[CH3:28])[N:18]=2)[CH2:11]1. (8) Given the product [CH3:22][N:23]([CH2:30][C:31]1[CH:32]=[N:33][C:34]([C:37]2[CH:42]=[CH:41][C:40]([S:43]([CH3:46])(=[O:45])=[O:44])=[CH:39][CH:38]=2)=[CH:35][CH:36]=1)[CH:24]1[CH2:25][CH2:9][N:8]([C:1]([O:21][C@@H:19]([C:13]2[CH:18]=[CH:17][CH:16]=[CH:15][CH:14]=2)[CH3:20])=[O:2])[CH2:12][CH2:11]1, predict the reactants needed to synthesize it. The reactants are: [C:1]([N:8]1[CH:12]=[CH:11]N=[CH:9]1)(N1C=CN=C1)=[O:2].[C:13]1([C@H:19]([OH:21])[CH3:20])[CH:18]=[CH:17][CH:16]=[CH:15][CH:14]=1.[CH3:22][N:23]([CH2:30][C:31]1[CH:32]=[N:33][C:34]([C:37]2[CH:42]=[CH:41][C:40]([S:43]([CH3:46])(=[O:45])=[O:44])=[CH:39][CH:38]=2)=[CH:35][CH:36]=1)[CH:24]1CCNC[CH2:25]1.